From a dataset of Full USPTO retrosynthesis dataset with 1.9M reactions from patents (1976-2016). Predict the reactants needed to synthesize the given product. (1) Given the product [CH3:1][C:2]1[CH:3]=[CH:4][C:5]([C@H:8]2[CH2:13][CH2:12][C@H:11]([C@H:14]3[CH2:19][CH2:18][C@H:17]([CH:20]4[O:23][C:22](=[O:24])[CH2:21]4)[CH2:16][CH2:15]3)[CH2:10][CH2:9]2)=[CH:6][CH:7]=1.[CH3:25][C:26]1[CH:27]=[CH:28][C:29]([C@H:32]2[CH2:37][CH2:36][C@H:35]([C@@H:38]3[CH2:43][CH2:42][C@H:41]([CH:44]4[O:47][C:46](=[O:48])[CH2:45]4)[CH2:40][CH2:39]3)[CH2:34][CH2:33]2)=[CH:30][CH:31]=1, predict the reactants needed to synthesize it. The reactants are: [CH3:1][C:2]1[CH:7]=[CH:6][C:5]([C@H:8]2[CH2:13][CH2:12][C@H:11]([C@H:14]3[CH2:19][CH2:18][C@H:17]([CH:20]4[O:23][C:22](=[O:24])[CH2:21]4)[CH2:16][CH2:15]3)[CH2:10][CH2:9]2)=[CH:4][CH:3]=1.[CH3:25][C:26]1[CH:31]=[CH:30][C:29]([C@H:32]2[CH2:37][CH2:36][C@H:35]([C@@H:38]3[CH2:43][CH2:42][C@H:41]([CH:44]4[O:47][C:46](=[O:48])[CH2:45]4)[CH2:40][CH2:39]3)[CH2:34][CH2:33]2)=[CH:28][CH:27]=1. (2) Given the product [Cl:1][C:2]1[NH:3][C:4]([NH:32][CH2:33][C:34]2[N:35]=[CH:36][S:37][CH:38]=2)=[C:5]([F:31])[C:6](=[N:8][NH2:9])[N:7]=1, predict the reactants needed to synthesize it. The reactants are: [Cl:1][C:2]1[N:7]=[C:6]([N:8](C(OC(C)(C)C)=O)[N:9](C(OC(C)(C)C)=O)C(OC(C)(C)C)=O)[C:5]([F:31])=[C:4]([NH:32][CH2:33][C:34]2[N:35]=[CH:36][S:37][CH:38]=2)[N:3]=1. (3) Given the product [CH3:18][O:19][CH2:20][CH2:21][O:22][C:6]([N:5]1[C:9]2[CH:10]=[CH:11][C:12]([N+:14]([O-:16])=[O:15])=[CH:13][C:8]=2[O:7][CH2:2][CH2:3][CH2:4]1)=[O:17], predict the reactants needed to synthesize it. The reactants are: Cl[CH2:2][CH2:3][CH2:4][N:5]1[C:9]2[CH:10]=[CH:11][C:12]([N+:14]([O-:16])=[O:15])=[CH:13][C:8]=2[O:7][C:6]1=[O:17].[CH3:18][O:19][CH2:20][CH2:21][OH:22]. (4) The reactants are: [Br:1][C:2]1[CH:7]=[CH:6][C:5]([S:8]([N:11]([S:22]([C:25]2[CH:30]=[CH:29][C:28]([Br:31])=[C:27]([F:32])[CH:26]=2)(=[O:24])=[O:23])[C:12]2[CH:17]=[C:16]([N+:18]([O-])=O)[CH:15]=[CH:14][C:13]=2[F:21])(=[O:10])=[O:9])=[CH:4][C:3]=1[F:33].O.O.[Sn](Cl)Cl.C(OCC)(=O)C. Given the product [NH2:18][C:16]1[CH:15]=[CH:14][C:13]([F:21])=[C:12]([N:11]([S:22]([C:25]2[CH:30]=[CH:29][C:28]([Br:31])=[C:27]([F:32])[CH:26]=2)(=[O:24])=[O:23])[S:8]([C:5]2[CH:6]=[CH:7][C:2]([Br:1])=[C:3]([F:33])[CH:4]=2)(=[O:10])=[O:9])[CH:17]=1, predict the reactants needed to synthesize it. (5) Given the product [F:1][C:2]1[CH:7]=[C:6]([O:8][CH3:9])[C:5]([B:22]2[O:26][C:25]([CH3:28])([CH3:27])[C:24]([CH3:30])([CH3:29])[O:23]2)=[CH:4][C:3]=1[C:11]1[CH:16]=[CH:15][C:14]([C:17]([O:19][CH3:20])=[O:18])=[CH:13][C:12]=1[CH3:21], predict the reactants needed to synthesize it. The reactants are: [F:1][C:2]1[CH:7]=[C:6]([O:8][CH3:9])[C:5](I)=[CH:4][C:3]=1[C:11]1[CH:16]=[CH:15][C:14]([C:17]([O:19][CH3:20])=[O:18])=[CH:13][C:12]=1[CH3:21].[B:22]1([B:22]2[O:26][C:25]([CH3:28])([CH3:27])[C:24]([CH3:30])([CH3:29])[O:23]2)[O:26][C:25]([CH3:28])([CH3:27])[C:24]([CH3:30])([CH3:29])[O:23]1.CC([O-])=O.[K+]. (6) Given the product [CH3:37][C:31]1[CH:32]=[CH:33][CH:34]=[C:35]([CH3:36])[C:30]=1[C:29]([NH:28][C:25]1[CH:24]=[N:23][C:22]([NH:21][C:18]2[CH:17]=[CH:16][C:15]([C:14]([N:11]3[CH2:10][CH2:9][NH:8][CH2:13][CH2:12]3)=[O:39])=[CH:20][CH:19]=2)=[N:27][CH:26]=1)=[O:38], predict the reactants needed to synthesize it. The reactants are: C(OC([N:8]1[CH2:13][CH2:12][N:11]([C:14](=[O:39])[C:15]2[CH:20]=[CH:19][C:18]([NH:21][C:22]3[N:27]=[CH:26][C:25]([NH:28][C:29](=[O:38])[C:30]4[C:35]([CH3:36])=[CH:34][CH:33]=[CH:32][C:31]=4[CH3:37])=[CH:24][N:23]=3)=[CH:17][CH:16]=2)[CH2:10][CH2:9]1)=O)(C)(C)C. (7) Given the product [ClH:26].[F:23][C:20]1[CH:21]=[CH:22][C:17]([C@H:10]2[C@H:11]([C:14]([O:16][CH3:28])=[O:15])[CH2:12][CH2:13][NH:8][CH2:9]2)=[CH:18][CH:19]=1, predict the reactants needed to synthesize it. The reactants are: C(OC([N:8]1[CH2:13][CH2:12][C@@H:11]([C:14]([OH:16])=[O:15])[C@H:10]([C:17]2[CH:22]=[CH:21][C:20]([F:23])=[CH:19][CH:18]=2)[CH2:9]1)=O)(C)(C)C.S(Cl)([Cl:26])=O.[CH3:28]O.